From a dataset of Full USPTO retrosynthesis dataset with 1.9M reactions from patents (1976-2016). Predict the reactants needed to synthesize the given product. (1) Given the product [F:1][CH:2]([F:28])[O:3][C:4]1[CH:9]=[CH:8][CH:7]=[CH:6][C:5]=1[CH2:10][S:11]([CH2:14][CH:15]([NH:19][C:20]([N:22]1[CH2:23][CH2:24][O:25][CH2:26][CH2:27]1)=[O:21])[C:16](=[O:17])[NH:29][CH:30]1[CH2:35][CH2:34][CH2:33][CH2:32][C:31]1=[O:36])(=[O:13])=[O:12], predict the reactants needed to synthesize it. The reactants are: [F:1][CH:2]([F:28])[O:3][C:4]1[CH:9]=[CH:8][CH:7]=[CH:6][C:5]=1[CH2:10][S:11]([CH2:14][CH:15]([NH:19][C:20]([N:22]1[CH2:27][CH2:26][O:25][CH2:24][CH2:23]1)=[O:21])[C:16](O)=[O:17])(=[O:13])=[O:12].[NH2:29][CH:30]1[CH2:35][CH2:34][CH2:33][CH2:32][CH:31]1[OH:36].C(Cl)CCl.C1C=CC2N(O)N=NC=2C=1.CN1CCOCC1.CC(OI1(OC(C)=O)(OC(C)=O)OC(=O)C2C=CC=CC1=2)=O. (2) Given the product [Br:6][C:7]1[CH:12]=[CH:11][C:10]([C:15]([CH:18]2[C:19](=[O:27])[O:20][C:21]([CH3:25])([CH3:26])[O:22][C:23]2=[O:24])([CH3:17])[CH3:16])=[C:9]([F:14])[CH:8]=1, predict the reactants needed to synthesize it. The reactants are: C([Mg]Cl)(C)C.[Br:6][C:7]1[CH:12]=[CH:11][C:10](I)=[C:9]([F:14])[CH:8]=1.[C:15](=[C:18]1[C:23](=[O:24])[O:22][C:21]([CH3:26])([CH3:25])[O:20][C:19]1=[O:27])([CH3:17])[CH3:16].